This data is from Catalyst prediction with 721,799 reactions and 888 catalyst types from USPTO. The task is: Predict which catalyst facilitates the given reaction. (1) Reactant: F[C:2]1[CH:7]=[C:6]([I:8])[CH:5]=[CH:4][N:3]=1.[CH3:9][OH:10].C[O-].[Na+]. Product: [I:8][C:6]1[CH:5]=[CH:4][N:3]=[C:2]([O:10][CH3:9])[CH:7]=1. The catalyst class is: 6. (2) The catalyst class is: 1. Reactant: [CH3:1][O:2]/[N:3]=[C:4](/[C:15]1[CH:20]=[CH:19][CH:18]=[CH:17][CH:16]=1)\[CH2:5][O:6][C:7]1[CH:12]=[CH:11][C:10]([CH2:13][OH:14])=[CH:9][CH:8]=1.O[C:22]1[CH:27]=[CH:26][C:25]([CH:28]([CH2:34][CH2:35][CH3:36])[CH2:29][C:30]([O:32][CH3:33])=[O:31])=[CH:24][CH:23]=1.C1(P(C2C=CC=CC=2)C2C=CC=CC=2)C=CC=CC=1. Product: [CH3:1][O:2]/[N:3]=[C:4](/[C:15]1[CH:20]=[CH:19][CH:18]=[CH:17][CH:16]=1)\[CH2:5][O:6][C:7]1[CH:12]=[CH:11][C:10]([CH2:13][O:14][C:22]2[CH:27]=[CH:26][C:25]([CH:28]([CH2:34][CH2:35][CH3:36])[CH2:29][C:30]([O:32][CH3:33])=[O:31])=[CH:24][CH:23]=2)=[CH:9][CH:8]=1.